This data is from Reaction yield outcomes from USPTO patents with 853,638 reactions. The task is: Predict the reaction yield, written as a fraction of the theoretical maximum amount of product (1.0 means a 100% yield; for example, 0.34 means a 34% yield). The reactants are [C:1]([Si:5]([CH3:35])([CH3:34])[O:6][CH:7]([C:30]([CH3:33])([CH3:32])[CH3:31])[CH2:8][O:9][C:10]1[CH:15]=[CH:14][C:13]([C:16]([C:21]2[S:25][C:24]([CH:26]=O)=[C:23]([CH3:28])[CH:22]=2)([CH2:19][CH3:20])[CH2:17][CH3:18])=[CH:12][C:11]=1[CH3:29])([CH3:4])([CH3:3])[CH3:2].Cl.[CH3:37][O:38][C:39](=[O:42])[CH2:40][NH2:41]. No catalyst specified. The product is [CH3:37][O:38][C:39](=[O:42])[CH2:40][NH:41][CH2:26][C:24]1[S:25][C:21]([C:16]([C:13]2[CH:14]=[CH:15][C:10]([O:9][CH2:8][CH:7]([O:6][Si:5]([C:1]([CH3:2])([CH3:4])[CH3:3])([CH3:34])[CH3:35])[C:30]([CH3:31])([CH3:32])[CH3:33])=[C:11]([CH3:29])[CH:12]=2)([CH2:19][CH3:20])[CH2:17][CH3:18])=[CH:22][C:23]=1[CH3:28]. The yield is 0.640.